This data is from Experimentally validated miRNA-target interactions with 360,000+ pairs, plus equal number of negative samples. The task is: Binary Classification. Given a miRNA mature sequence and a target amino acid sequence, predict their likelihood of interaction. (1) The protein sequence of the target gene is MPEPSRSTPAPKKGSKKAITKAQKKDGKKRKRGRKESYSIYVYKVLKQVHPDTGISSKAMGIMNSFVNDIFERIASEASRLAHYNKRSTITSREVQTAVRLLLPGELAKHAVSEGTKAVTKYTSSK. The miRNA is rno-miR-124-3p with sequence UAAGGCACGCGGUGAAUGCC. Result: 0 (no interaction). (2) The miRNA is hsa-miR-6853-5p with sequence AGCGUGGGAUGUCCAUGAAGUCAG. The protein sequence of the target gene is MAEDVSSAAPSPRGCADGRDADPTEEQMAETERNDEEQFECQELLECQVQVGAPEEEEEEEEDAGLVAEAEAVAAGWMLDFLCLSLCRAFRDGRSEDFRRTRNSAEAIIHGLSSLTACQLRTIYICQFLTRIAAGKTLDAQFENDERITPLESALMIWGSIEKEHDKLHEEIQNLIKIQAIAVCMENGNFKEAEEVFERIFGDPNSHMPFKSKLLMIISQKDTFHSFFQHFSYNHMMEKIKSYVNYVLSEKSSTFLMKAAAKVVESKRTRTITSQDKPSGNDVEMETEANLDTRKSVSDK.... Result: 0 (no interaction). (3) The miRNA is hsa-miR-124-3p with sequence UAAGGCACGCGGUGAAUGCCAA. The protein sequence of the target gene is MAQSLRLHFAARRSNTYPLSETSGDDLDSHVHMCFKRPTRISTSNVVQMKLTPRQTALAPLIKENVQSQERSSVPSSENVNKKSSCLQISLQPTRYSGYLQSSNVLADSDDASFTCILKDGIYSSAVVDNELNAVNDGHLVSSPAICSGSLSNFSTSDNGSYSSNGSDFGSCASITSGGSYTNSVISDSSSYTFPPSDDTFLGGNLPSDSTSNRSVPNRNTTPCEIFSRSTSTDPFVQDDLEHGLEIMKLPVSRNTKIPLKRYSSLVIFPRSPSTTRPTSPTSLCTLLSKGSYQTSHQFI.... Result: 1 (interaction). (4) The miRNA is hsa-miR-150-5p with sequence UCUCCCAACCCUUGUACCAGUG. Result: 1 (interaction). The protein sequence of the target gene is MEEERKTAELQKNRIQDSVVFEDVAVDFTQEEWALLDLAQRNLYRDVMLENFQNLASLGYPLHTPHLISQWEQEEDLQTVKRELIQGIFMGEHREGFETQLKTNESVASQDICGEKISNEQKIVRFKRNDSWFSSLHENQESCGIDYQNKSHERHLRNHMVENIYECYEENQDGQTFSQVPNLDSLKRNTEVKSCECHECGKAFVDHSSLKSHIRSHTGSKPYQCKECGKAFHFLACFKKHMKTPTEEKPYECKECTKAFSCSSFFRAHMKIHIGKTNYECKECGKGFSCSSSLTEHKRI.... (5) The miRNA is rno-miR-130a-3p with sequence CAGUGCAAUGUUAAAAGGGCAU. The protein sequence of the target gene is MPRQAASRLVVGEGEGPPGASGPAATMLRSLLLHSLRLCAQTASCLVLFPRFLGTAFMLWLLDFLCIRKHFLRRRHPDHPEPEVELNSEGEEMPPDDPPICVSDDNRLCTLASLKAVWHGQKLDFFKQAHEGGPAPNSEVVRPDGFQSQRILDYAQGTRPLVLNFGSCTUPPFMARMSAFQRLVTKYQRDVDFLIIYIEEAHPSDGWVTTDSPYVIPQHRSLEDRVSAARVLQQGAPGCALVLDTMANSSSSAYGAYFERLYVIQSGTIMYQGGRGPDGYQVSELRTWLERYDEQLHGTR.... Result: 0 (no interaction). (6) The miRNA is hsa-miR-3678-3p with sequence CUGCAGAGUUUGUACGGACCGG. The protein sequence of the target gene is MADLSLADALTEPSPDIEGEIKRDFIATLEAEAFDDVVGETVGKTDYIPLLDVDEKTGNSESKKKPCSETSQIEDTPSSKPTLLANGGHGVEGSDTTGSPTEFLEEKMAYQEYPNSQNWPEDTNFCFQPEQVVDPIQTDPFKMYHDDDLADLVFPSSATADTSIFAGQNDPLKDSYGMSPCNTAVVPQGWSVEALNSPHSESFVSPEAVAEPPQPTAVPLELAKEIEMASEERPPAQALEIMMGLKTTDMAPSKETEMALAKDMALATKTEVALAKDMESPTKLDVTLAKDMQPSMESDM.... Result: 0 (no interaction).